This data is from Catalyst prediction with 721,799 reactions and 888 catalyst types from USPTO. The task is: Predict which catalyst facilitates the given reaction. (1) Reactant: [F:1][C:2]1[CH:3]=[CH:4][C:5]([O:12]C)=[C:6]([NH:8][C:9]([NH2:11])=[O:10])[CH:7]=1.B(Br)(Br)Br.C(OCC)C. Product: [F:1][C:2]1[CH:3]=[CH:4][C:5]([OH:12])=[C:6]([NH:8][C:9]([NH2:11])=[O:10])[CH:7]=1. The catalyst class is: 4. (2) Reactant: [Cl:1][C:2]1[CH:3]=[C:4]([C:12]([F:17])([F:16])[C:13]([OH:15])=O)[CH:5]=[CH:6][C:7]=1[O:8][CH:9]([CH3:11])[CH3:10].P(Cl)(Cl)(Cl)=O.Cl.[NH2:24][CH2:25][C:26]1[CH:27]=[C:28]2[C:32](=[CH:33][CH:34]=1)[C:31](=[O:35])[N:30]([CH:36]1[CH2:41][CH2:40][C:39](=[O:42])[NH:38][C:37]1=[O:43])[CH2:29]2.C(=O)(O)[O-].[Na+]. Product: [Cl:1][C:2]1[CH:3]=[C:4]([C:12]([F:17])([F:16])[C:13]([NH:24][CH2:25][C:26]2[CH:27]=[C:28]3[C:32](=[CH:33][CH:34]=2)[C:31](=[O:35])[N:30]([CH:36]2[CH2:41][CH2:40][C:39](=[O:42])[NH:38][C:37]2=[O:43])[CH2:29]3)=[O:15])[CH:5]=[CH:6][C:7]=1[O:8][CH:9]([CH3:10])[CH3:11]. The catalyst class is: 17. (3) Reactant: C(=O)([O-])[O-].[K+].[K+].[OH:7][C:8]1[CH:15]=[CH:14][C:11]([C:12]#[N:13])=[CH:10][CH:9]=1.[CH2:16](Br)[C:17]1[CH:22]=[CH:21][CH:20]=[CH:19][CH:18]=1.O. Product: [CH2:16]([O:7][C:8]1[CH:15]=[CH:14][C:11]([C:12]#[N:13])=[CH:10][CH:9]=1)[C:17]1[CH:22]=[CH:21][CH:20]=[CH:19][CH:18]=1. The catalyst class is: 21. (4) Reactant: [C:1]([O:5][C:6]([NH:8][CH2:9][CH2:10][CH2:11][CH2:12][C:13]([OH:15])=[O:14])=[O:7])([CH3:4])([CH3:3])[CH3:2].C([O-])([O-])=O.[Cs+].[Cs+].[CH2:22](Br)[C:23]1[CH:28]=[CH:27][CH:26]=[CH:25][CH:24]=1. Product: [CH2:22]([O:14][C:13](=[O:15])[CH2:12][CH2:11][CH2:10][CH2:9][NH:8][C:6]([O:5][C:1]([CH3:4])([CH3:2])[CH3:3])=[O:7])[C:23]1[CH:28]=[CH:27][CH:26]=[CH:25][CH:24]=1. The catalyst class is: 5. (5) Reactant: [H-].[Na+].[N+:3]([C:6]1[CH:7]=[C:8]([CH:18]=[CH:19][CH:20]=1)[CH2:9]P(=O)(OCC)OCC)([O-:5])=[O:4].O=[C:22]1[CH2:27][CH2:26][N:25]([C:28]([O:30][C:31]([CH3:34])([CH3:33])[CH3:32])=[O:29])[CH2:24][CH2:23]1. Product: [N+:3]([C:6]1[CH:7]=[C:8]([CH:18]=[CH:19][CH:20]=1)[CH:9]=[C:22]1[CH2:27][CH2:26][N:25]([C:28]([O:30][C:31]([CH3:34])([CH3:33])[CH3:32])=[O:29])[CH2:24][CH2:23]1)([O-:5])=[O:4]. The catalyst class is: 7. (6) Reactant: C([N:8]1[CH2:13][CH2:12][O:11][CH:10]([C:14]2[O:18][N:17]=[C:16]([C:19]3[CH:24]=[CH:23][CH:22]=[CH:21][CH:20]=3)[N:15]=2)[CH2:9]1)C1C=CC=CC=1.[Cl:25]C(OCCCl)=O. Product: [ClH:25].[C:19]1([C:16]2[N:15]=[C:14]([CH:10]3[O:11][CH2:12][CH2:13][NH:8][CH2:9]3)[O:18][N:17]=2)[CH:20]=[CH:21][CH:22]=[CH:23][CH:24]=1. The catalyst class is: 26.